Predict which catalyst facilitates the given reaction. From a dataset of Catalyst prediction with 721,799 reactions and 888 catalyst types from USPTO. Reactant: O=P(Cl)(Cl)Cl.[Br:6][C:7]1[CH:8]=[C:9]([C:19]([O:21][CH3:22])=[O:20])[C:10]2[CH:11]=[CH:12][N:13]([CH:16]([CH3:18])[CH3:17])[C:14]=2[CH:15]=1.[OH-].[Na+].CN([CH:28]=[O:29])C. Product: [Br:6][C:7]1[CH:8]=[C:9]([C:19]([O:21][CH3:22])=[O:20])[C:10]2[C:11]([CH:28]=[O:29])=[CH:12][N:13]([CH:16]([CH3:18])[CH3:17])[C:14]=2[CH:15]=1. The catalyst class is: 6.